This data is from Reaction yield outcomes from USPTO patents with 853,638 reactions. The task is: Predict the reaction yield, written as a fraction of the theoretical maximum amount of product (1.0 means a 100% yield; for example, 0.34 means a 34% yield). (1) The reactants are [NH2:1][C:2]1[C:7]([NH2:8])=[CH:6][C:5]([C:9]2[CH:10]=[N:11][C:12]([C:15]([OH:18])([CH3:17])[CH3:16])=[N:13][CH:14]=2)=[C:4]([F:19])[C:3]=1[CH:20]1[CH2:24][CH2:23][CH2:22][O:21]1.O1CCOCC1.[CH2:31]([NH:33][C:34]([NH:36][C:37](SC)=NC(=O)NCC)=[O:35])[CH3:32].C([O-])(O)=O.[Na+]. The catalyst is OS(O)(=O)=O. The product is [CH2:31]([NH:33][C:34]([NH:36][C:37]1[NH:1][C:2]2[C:3]([CH:20]3[CH2:24][CH2:23][CH2:22][O:21]3)=[C:4]([F:19])[C:5]([C:9]3[CH:10]=[N:11][C:12]([C:15]([OH:18])([CH3:16])[CH3:17])=[N:13][CH:14]=3)=[CH:6][C:7]=2[N:8]=1)=[O:35])[CH3:32]. The yield is 0.940. (2) The reactants are [Cl:1][C:2]1[CH:3]=[C:4]([CH:8]=[C:9]([Cl:11])[N:10]=1)[C:5]([OH:7])=[O:6].C(OC(O[C:15]([CH3:18])([CH3:17])[CH3:16])=O)(O[C:15]([CH3:18])([CH3:17])[CH3:16])=O.C(N(CC)CC)C.OP([O-])(O)=O.[K+]. The catalyst is CN(C)C1C=CN=CC=1.C(OC)(C)(C)C.O.CN1CCCC1=O. The product is [Cl:1][C:2]1[CH:3]=[C:4]([CH:8]=[C:9]([Cl:11])[N:10]=1)[C:5]([O:7][C:15]([CH3:18])([CH3:17])[CH3:16])=[O:6]. The yield is 0.880. (3) The reactants are [NH2:1][C:2]1[CH:11]=[CH:10][C:9]([F:12])=[CH:8][C:3]=1[C:4]([NH:6][CH3:7])=[O:5].[Cl:13][C:14]1[CH:19]=[C:18](I)[C:17]([Cl:21])=[CH:16][N:15]=1.[O-]P([O-])([O-])=O.[K+].[K+].[K+].C1C=CC(P(C2C(OC3C(P(C4C=CC=CC=4)C4C=CC=CC=4)=CC=CC=3)=CC=CC=2)C2C=CC=CC=2)=CC=1. The catalyst is O1CCOCC1.CC([O-])=O.CC([O-])=O.[Pd+2]. The product is [Cl:13][C:14]1[CH:19]=[C:18]([NH:1][C:2]2[CH:11]=[CH:10][C:9]([F:12])=[CH:8][C:3]=2[C:4]([NH:6][CH3:7])=[O:5])[C:17]([Cl:21])=[CH:16][N:15]=1. The yield is 0.215. (4) The reactants are [NH2:1][C:2]1[C:3]([F:10])=[C:4]([CH:7]=[CH:8][CH:9]=1)[C:5]#[N:6].C(=O)([O-])[O-].[K+].[K+].[C:17](Cl)(=[O:26])[O:18][CH2:19][C:20]1[CH:25]=[CH:24][CH:23]=[CH:22][CH:21]=1. The catalyst is C1COCC1. The product is [C:5]([C:4]1[C:3]([F:10])=[C:2]([NH:1][C:17](=[O:26])[O:18][CH2:19][C:20]2[CH:25]=[CH:24][CH:23]=[CH:22][CH:21]=2)[CH:9]=[CH:8][CH:7]=1)#[N:6]. The yield is 0.830. (5) The reactants are [CH2:1]([O:8][C:9]1[CH:14]=[CH:13][C:12]([NH:15][C:16]2[C:25]3[C:20](=[CH:21][C:22]([F:36])=[C:23]([C:26]4[O:27][C:28]([CH:31]5OCC[O:32]5)=[CH:29][CH:30]=4)[CH:24]=3)[N:19]=[CH:18][N:17]=2)=[CH:11][CH:10]=1)[C:2]1[CH:7]=[CH:6][CH:5]=[CH:4][CH:3]=1.[ClH:37]. The catalyst is C1COCC1. The product is [ClH:37].[CH2:1]([O:8][C:9]1[CH:10]=[CH:11][C:12]([NH:15][C:16]2[C:25]3[C:20](=[CH:21][C:22]([F:36])=[C:23]([C:26]4[O:27][C:28]([CH:31]=[O:32])=[CH:29][CH:30]=4)[CH:24]=3)[N:19]=[CH:18][N:17]=2)=[CH:13][CH:14]=1)[C:2]1[CH:7]=[CH:6][CH:5]=[CH:4][CH:3]=1. The yield is 0.610. (6) The reactants are [NH2:1][N:2]1[C:6]([CH:7]2[CH2:11][CH2:10][CH2:9][CH2:8]2)=[N:5][N:4]=[C:3]1S. The catalyst is N.O.[Ni]. The product is [CH:7]1([C:6]2[N:2]([NH2:1])[CH:3]=[N:4][N:5]=2)[CH2:8][CH2:9][CH2:10][CH2:11]1. The yield is 0.540.